From a dataset of Forward reaction prediction with 1.9M reactions from USPTO patents (1976-2016). Predict the product of the given reaction. (1) Given the reactants [NH2:1][C@@H:2]1[CH2:7][CH2:6][CH2:5][CH2:4][C@H:3]1[NH:8][CH:9]1[CH2:14][CH2:13][CH2:12][N:11]([C:15]2[CH:22]=[CH:21][C:18]([C:19]#[N:20])=[CH:17][CH:16]=2)[CH2:10]1.[CH3:23][N:24]1[C:32]2[C:27](=[CH:28][CH:29]=[CH:30][CH:31]=2)[C:26]([CH2:33][C:34](O)=[O:35])=[CH:25]1, predict the reaction product. The product is: [C:19]([C:18]1[CH:21]=[CH:22][C:15]([N:11]2[CH2:12][CH2:13][CH2:14][C@H:9]([NH:8][C@@H:3]3[CH2:4][CH2:5][CH2:6][CH2:7][C@H:2]3[NH:1][C:34](=[O:35])[CH2:33][C:26]3[C:27]4[C:32](=[CH:31][CH:30]=[CH:29][CH:28]=4)[N:24]([CH3:23])[CH:25]=3)[CH2:10]2)=[CH:16][CH:17]=1)#[N:20]. (2) Given the reactants [F:1][C:2]1[CH:3]=[C:4]2[C:9](=[O:10])[NH:8][C:7]([C:11]3[CH:16]=[CH:15][C:14]([C:17]([OH:20])([CH3:19])[CH3:18])=[CH:13][CH:12]=3)=[CH:6][N:5]2[CH:21]=1.[OH2:22].[C:23]1([CH3:33])C=CC(S(O)(=O)=O)=CC=1, predict the reaction product. The product is: [F:1][C:2]1[CH:3]=[C:4]2[C:9](=[O:10])[NH:8][C:7]([C:11]3[CH:12]=[CH:13][C:14]([C:17]([O:20][CH2:33][CH2:23][OH:22])([CH3:19])[CH3:18])=[CH:15][CH:16]=3)=[CH:6][N:5]2[CH:21]=1. (3) The product is: [CH2:16]([O:14][C:7]1[CH:6]=[C:5]([CH:10]=[CH:9][C:8]=1[N+:11]([O-:13])=[O:12])[C:4]([NH:3][CH2:1][CH3:2])=[O:15])[CH3:17]. Given the reactants [CH2:1]([NH:3][C:4](=[O:15])[C:5]1[CH:10]=[CH:9][C:8]([N+:11]([O-:13])=[O:12])=[C:7]([OH:14])[CH:6]=1)[CH3:2].[CH2:16](Br)[CH3:17].C(=O)([O-])[O-].[K+].[K+], predict the reaction product. (4) Given the reactants [Br:1][C:2]1[CH:3]=[CH:4][CH:5]=[C:6]2[C:11]=1[NH:10][C:9](=O)[N:8]([CH:13]1[CH2:15][CH2:14]1)[C:7]2=[O:16].O=P(Cl)(Cl)[Cl:19].CCN(C(C)C)C(C)C, predict the reaction product. The product is: [Br:1][C:2]1[CH:3]=[CH:4][CH:5]=[C:6]2[C:11]=1[N:10]=[C:9]([Cl:19])[N:8]([CH:13]1[CH2:15][CH2:14]1)[C:7]2=[O:16]. (5) Given the reactants [CH3:1][N:2]1[CH:6]=[C:5]([C:7]2[CH:12]=[CH:11][C:10]([S:13]CCC(N)=O)=[C:9]([C:19]([F:22])([F:21])[F:20])[CH:8]=2)[CH:4]=[N:3]1.CC(C)([O-])C.[Na+].[C:29]([C:31]1([NH:34][C:35]([C@H:37]2[N:41]([C:42]([C:44]3([C:47]([F:50])([F:49])[F:48])[CH2:46][CH2:45]3)=[O:43])[CH2:40][C@@H:39](OS(C3C=CC=CC=3)(=O)=O)[CH2:38]2)=[O:36])[CH2:33][CH2:32]1)#[N:30], predict the reaction product. The product is: [C:29]([C:31]1([NH:34][C:35]([C@@H:37]2[CH2:38][C@@H:39]([S:13][C:10]3[CH:11]=[CH:12][C:7]([C:5]4[CH:4]=[N:3][N:2]([CH3:1])[CH:6]=4)=[CH:8][C:9]=3[C:19]([F:21])([F:20])[F:22])[CH2:40][N:41]2[C:42]([C:44]2([C:47]([F:49])([F:50])[F:48])[CH2:46][CH2:45]2)=[O:43])=[O:36])[CH2:33][CH2:32]1)#[N:30]. (6) Given the reactants Br[C:2]1[CH:11]=[C:10]([C:12]([O:14][CH3:15])=[O:13])[C:9](Br)=[CH:8][C:3]=1[C:4]([O:6][CH3:7])=[O:5].[Br-].[S:18]1[CH:22]=[CH:21][CH:20]=[C:19]1[Zn+].O, predict the reaction product. The product is: [CH3:7][O:6][C:4](=[O:5])[C:3]1[CH:8]=[C:9]([C:19]2[S:18][CH:22]=[CH:21][CH:20]=2)[C:10]([C:12]([O:14][CH3:15])=[O:13])=[CH:11][C:2]=1[C:19]1[S:18][CH:22]=[CH:21][CH:20]=1. (7) The product is: [O-:1][N+:2]1[C:7]2[CH:8]=[C:9]3[C:14](=[CH:15][C:6]=2[N+:5]([O-:23])=[C:4]([NH:16][CH2:17][CH2:18][N:19]([CH3:21])[CH3:20])[N:3]=1)[CH2:13][CH2:12][CH2:11][CH2:10]3. Given the reactants [O-:1][N+:2]1[C:7]2[CH:8]=[C:9]3[C:14](=[CH:15][C:6]=2[N:5]=[C:4]([NH:16][CH2:17][CH2:18][N:19]([CH3:21])[CH3:20])[N:3]=1)[CH2:13][CH2:12][CH2:11][CH2:10]3.C[OH:23], predict the reaction product. (8) Given the reactants Cl.C[O:3][CH:4](OC)[C:5]1[N:10]=[CH:9][C:8]([CH2:11][CH2:12][NH:13][C:14]([C:16]2[CH:21]=[CH:20][C:19]([C:22]3[CH:27]=[CH:26][C:25]([Cl:28])=[CH:24][CH:23]=3)=[CH:18][CH:17]=2)=[O:15])=[CH:7][CH:6]=1.O.C([O-])([O-])=O.[Na+].[Na+], predict the reaction product. The product is: [CH:4]([C:5]1[N:10]=[CH:9][C:8]([CH2:11][CH2:12][NH:13][C:14]([C:16]2[CH:21]=[CH:20][C:19]([C:22]3[CH:23]=[CH:24][C:25]([Cl:28])=[CH:26][CH:27]=3)=[CH:18][CH:17]=2)=[O:15])=[CH:7][CH:6]=1)=[O:3].